From a dataset of Full USPTO retrosynthesis dataset with 1.9M reactions from patents (1976-2016). Predict the reactants needed to synthesize the given product. (1) The reactants are: [OH:1][CH2:2][CH2:3][CH2:4][C:5]1[CH:6]=[C:7]([OH:11])[CH:8]=[CH:9][CH:10]=1.C([O-])([O-])=O.[K+].[K+].[CH2:18](Br)[C:19]1[CH:24]=[CH:23][CH:22]=[CH:21][CH:20]=1.O. Given the product [CH2:18]([O:11][C:7]1[CH:6]=[C:5]([CH2:4][CH2:3][CH2:2][OH:1])[CH:10]=[CH:9][CH:8]=1)[C:19]1[CH:24]=[CH:23][CH:22]=[CH:21][CH:20]=1, predict the reactants needed to synthesize it. (2) The reactants are: C([O:3][C:4](=[O:31])[C:5]1[CH:10]=[CH:9][CH:8]=[C:7]([N:11]2[CH2:15][CH:14]([C:16]3[CH:21]=[CH:20][C:19]([O:22][CH3:23])=[C:18]([O:24][CH:25]4[CH2:29][CH2:28][CH2:27][CH2:26]4)[CH:17]=3)[CH2:13][C:12]2=[O:30])[CH:6]=1)C.[OH-].[Na+].Cl. Given the product [CH:25]1([O:24][C:18]2[CH:17]=[C:16]([CH:14]3[CH2:15][N:11]([C:7]4[CH:6]=[C:5]([CH:10]=[CH:9][CH:8]=4)[C:4]([OH:31])=[O:3])[C:12](=[O:30])[CH2:13]3)[CH:21]=[CH:20][C:19]=2[O:22][CH3:23])[CH2:26][CH2:27][CH2:28][CH2:29]1, predict the reactants needed to synthesize it. (3) Given the product [S:3]1[CH:4]=[CH:5][CH:6]=[C:2]1[C:28]#[C:27][CH2:26][OH:29], predict the reactants needed to synthesize it. The reactants are: I[C:2]1[S:3][CH:4]=[CH:5][CH:6]=1.C1(P(C2C=CC=CC=2)C2C=CC=CC=2)C=CC=CC=1.[CH2:26]([OH:29])[C:27]#[CH:28].C(N(C(C)C)CC)(C)C. (4) Given the product [F:3][C:4]1[CH:9]=[CH:8][CH:7]=[CH:6][C:5]=1[C:10]([CH3:16])([CH3:15])[C:11]([OH:13])=[O:12], predict the reactants needed to synthesize it. The reactants are: [OH-].[Na+].[F:3][C:4]1[CH:9]=[CH:8][CH:7]=[CH:6][C:5]=1[C:10]([CH3:16])([CH3:15])[C:11]([O:13]C)=[O:12]. (5) Given the product [C:4]([NH2:3])(=[O:28])[C:5]1[CH:10]=[CH:9][CH:8]=[N:7][CH:6]=1, predict the reactants needed to synthesize it. The reactants are: CO/[N:3]=[CH:4]/[C:5]1[CH:6]=[N:7][C:8](C2C=CC=CC=2N)=[CH:9][CH:10]=1.ClC1N=CC=CC=1CCl.C(=O)([O-])[O-:28].[K+].[K+].O.